From a dataset of Peptide-MHC class I binding affinity with 185,985 pairs from IEDB/IMGT. Regression. Given a peptide amino acid sequence and an MHC pseudo amino acid sequence, predict their binding affinity value. This is MHC class I binding data. (1) The peptide sequence is AMIHKTYIDV. The MHC is HLA-A02:03 with pseudo-sequence HLA-A02:03. The binding affinity (normalized) is 0.696. (2) The peptide sequence is RQGLERALL. The MHC is HLA-B57:01 with pseudo-sequence HLA-B57:01. The binding affinity (normalized) is 0. (3) The peptide sequence is FFGYFASHF. The MHC is HLA-A30:02 with pseudo-sequence HLA-A30:02. The binding affinity (normalized) is 0.258. (4) The peptide sequence is MFINDVHAL. The MHC is HLA-B58:01 with pseudo-sequence HLA-B58:01. The binding affinity (normalized) is 0.213. (5) The MHC is HLA-A30:02 with pseudo-sequence HLA-A30:02. The peptide sequence is IYNEKVAGF. The binding affinity (normalized) is 0.0732. (6) The MHC is HLA-A24:02 with pseudo-sequence HLA-A24:02. The peptide sequence is GDDYVYLPY. The binding affinity (normalized) is 0.